This data is from NCI-60 drug combinations with 297,098 pairs across 59 cell lines. The task is: Regression. Given two drug SMILES strings and cell line genomic features, predict the synergy score measuring deviation from expected non-interaction effect. (1) Drug 1: CCN(CC)CCNC(=O)C1=C(NC(=C1C)C=C2C3=C(C=CC(=C3)F)NC2=O)C. Drug 2: CC12CCC3C(C1CCC2O)C(CC4=C3C=CC(=C4)O)CCCCCCCCCS(=O)CCCC(C(F)(F)F)(F)F. Cell line: NCIH23. Synergy scores: CSS=-7.55, Synergy_ZIP=0.880, Synergy_Bliss=-1.16, Synergy_Loewe=-8.72, Synergy_HSA=-5.87. (2) Drug 1: C1CC(C1)(C(=O)O)C(=O)O.[NH2-].[NH2-].[Pt+2]. Drug 2: CC1=C2C(C(=O)C3(C(CC4C(C3C(C(C2(C)C)(CC1OC(=O)C(C(C5=CC=CC=C5)NC(=O)OC(C)(C)C)O)O)OC(=O)C6=CC=CC=C6)(CO4)OC(=O)C)O)C)O. Cell line: UO-31. Synergy scores: CSS=1.25, Synergy_ZIP=-0.944, Synergy_Bliss=-0.962, Synergy_Loewe=-0.735, Synergy_HSA=-1.67. (3) Drug 1: CCC(=C(C1=CC=CC=C1)C2=CC=C(C=C2)OCCN(C)C)C3=CC=CC=C3.C(C(=O)O)C(CC(=O)O)(C(=O)O)O. Drug 2: C(=O)(N)NO. Cell line: OVCAR-5. Synergy scores: CSS=2.17, Synergy_ZIP=5.83, Synergy_Bliss=2.63, Synergy_Loewe=0.717, Synergy_HSA=1.24. (4) Drug 1: CC1=C(N=C(N=C1N)C(CC(=O)N)NCC(C(=O)N)N)C(=O)NC(C(C2=CN=CN2)OC3C(C(C(C(O3)CO)O)O)OC4C(C(C(C(O4)CO)O)OC(=O)N)O)C(=O)NC(C)C(C(C)C(=O)NC(C(C)O)C(=O)NCCC5=NC(=CS5)C6=NC(=CS6)C(=O)NCCC[S+](C)C)O. Drug 2: CC12CCC3C(C1CCC2O)C(CC4=C3C=CC(=C4)O)CCCCCCCCCS(=O)CCCC(C(F)(F)F)(F)F. Cell line: SNB-19. Synergy scores: CSS=54.3, Synergy_ZIP=-2.72, Synergy_Bliss=-4.40, Synergy_Loewe=-2.98, Synergy_HSA=-0.859. (5) Drug 1: CS(=O)(=O)OCCCCOS(=O)(=O)C. Drug 2: C1CCC(C(C1)N)N.C(=O)(C(=O)[O-])[O-].[Pt+4]. Cell line: UACC62. Synergy scores: CSS=23.8, Synergy_ZIP=-9.39, Synergy_Bliss=-0.371, Synergy_Loewe=-3.49, Synergy_HSA=0.860.